This data is from Catalyst prediction with 721,799 reactions and 888 catalyst types from USPTO. The task is: Predict which catalyst facilitates the given reaction. (1) Reactant: C(N(CC)CC)C.[OH:8][C@H:9]1[CH2:13][N:12]([C:14]([C:16]2[CH:21]=[CH:20][C:19]([C:22]3[CH:27]=[CH:26][CH:25]=[CH:24][C:23]=3[CH3:28])=[CH:18][CH:17]=2)=[O:15])[C@H:11]([C:29]([OH:31])=[O:30])[CH2:10]1.C(OCC)(=O)C. Product: [CH3:28][C:23]1[CH:24]=[CH:25][CH:26]=[CH:27][C:22]=1[C:19]1[CH:18]=[CH:17][C:16]([C:14]([N:12]2[CH2:13][C:9](=[O:8])[CH2:10][C@H:11]2[C:29]([OH:31])=[O:30])=[O:15])=[CH:21][CH:20]=1. The catalyst class is: 16. (2) Reactant: [CH:1]1([C:6]([OH:8])=[O:7])[CH2:5][CH2:4][CH2:3][CH2:2]1.C([O-])([O-])=O.[K+].[K+].[CH2:15](Br)[C:16]1[CH:21]=[CH:20][CH:19]=[CH:18][CH:17]=1. Product: [CH2:15]([O:7][C:6]([CH:1]1[CH2:5][CH2:4][CH2:3][CH2:2]1)=[O:8])[C:16]1[CH:21]=[CH:20][CH:19]=[CH:18][CH:17]=1. The catalyst class is: 3. (3) Reactant: [CH2:1]([C:3]1[CH:13]=[C:6]2[C:7]([O:11][CH3:12])=[CH:8][CH:9]=[CH:10][N:5]2[N:4]=1)[CH3:2].C1C(=O)N([Cl:21])C(=O)C1.O. Product: [Cl:21][C:13]1[C:3]([CH2:1][CH3:2])=[N:4][N:5]2[CH:10]=[CH:9][CH:8]=[C:7]([O:11][CH3:12])[C:6]=12. The catalyst class is: 3. (4) Reactant: C([SiH](CC)CC)C.[CH2:8]([O:10][C:11]([C:13]1[NH:14][C:15]([C:18](=O)[CH2:19][CH2:20][C:21]2[CH:26]=[CH:25][CH:24]=[CH:23][CH:22]=2)=[CH:16][CH:17]=1)=[O:12])[CH3:9]. Product: [CH2:8]([O:10][C:11]([C:13]1[NH:14][C:15]([CH2:18][CH2:19][CH2:20][C:21]2[CH:22]=[CH:23][CH:24]=[CH:25][CH:26]=2)=[CH:16][CH:17]=1)=[O:12])[CH3:9]. The catalyst class is: 55. (5) Reactant: [OH:1][C:2]1[CH:27]=[CH:26][C:5]([CH2:6][NH:7][C:8]2[NH:12][N:11]=[C:10]([NH:13][C:14]3[CH:19]=[CH:18][C:17]([N+:20]([O-])=O)=[CH:16][CH:15]=3)[C:9]=2[C:23]([NH2:25])=[O:24])=[CH:4][CH:3]=1. Product: [NH2:20][C:17]1[CH:16]=[CH:15][C:14]([NH:13][C:10]2[C:9]([C:23]([NH2:25])=[O:24])=[C:8]([NH:7][CH2:6][C:5]3[CH:26]=[CH:27][C:2]([OH:1])=[CH:3][CH:4]=3)[NH:12][N:11]=2)=[CH:19][CH:18]=1. The catalyst class is: 19. (6) Reactant: Br[C:2]1[CH:10]=[CH:9][C:5]([C:6]([OH:8])=[O:7])=[CH:4][CH:3]=1.C([Li])CCC.[C:16]1(=[O:22])[CH2:21][CH2:20][CH2:19][CH2:18][CH2:17]1.CCCCCC. Product: [OH:22][C:16]1([C:2]2[CH:10]=[CH:9][C:5]([C:6]([OH:8])=[O:7])=[CH:4][CH:3]=2)[CH2:21][CH2:20][CH2:19][CH2:18][CH2:17]1. The catalyst class is: 7.